Predict the reactants needed to synthesize the given product. From a dataset of Full USPTO retrosynthesis dataset with 1.9M reactions from patents (1976-2016). (1) Given the product [C:1]([O:5][C:6]([N:8]1[CH2:13][C@H:12]([CH2:14][O:15][CH3:16])[N:11]([CH2:17][C:18]([N:20]2[C:28]3[C:23](=[CH:24][CH:25]=[C:26]([CH2:29][N:30]4[CH2:34][CH2:33][CH2:32][C:31]4=[O:35])[CH:27]=3)[C:22]([CH3:38])([CH3:37])[CH2:21]2)=[O:19])[CH2:10][C@H:9]1[CH3:39])=[O:7])([CH3:4])([CH3:2])[CH3:3], predict the reactants needed to synthesize it. The reactants are: [C:1]([O:5][C:6]([N:8]1[CH2:13][C@H:12]([CH2:14][O:15][CH3:16])[N:11]([CH2:17][C:18]([N:20]2[C:28]3[C:23](=[CH:24][C:25](Br)=[C:26]([CH2:29][N:30]4[CH2:34][CH2:33][CH2:32][C:31]4=[O:35])[CH:27]=3)[C:22]([CH3:38])([CH3:37])[CH2:21]2)=[O:19])[CH2:10][C@H:9]1[CH3:39])=[O:7])([CH3:4])([CH3:3])[CH3:2].C(N(CC)CC)C. (2) Given the product [F:13][C:14]1[CH:19]=[CH:18][C:17]([F:20])=[CH:16][C:15]=1[C@@H:21]1[C@@H:26]([NH2:27])[CH2:25][C@@H:24]([N:35]2[CH2:42][C:41]3[C:37](=[N:38][N:39]([S:43]([CH3:46])(=[O:45])=[O:44])[CH:40]=3)[CH2:36]2)[CH2:23][O:22]1, predict the reactants needed to synthesize it. The reactants are: C1(S(O)(=O)=O)C=CC=CC=1.[F-].[K+].[F:13][C:14]1[CH:19]=[CH:18][C:17]([F:20])=[CH:16][C:15]=1[C@@H:21]1[C@@H:26]([NH:27]C(=O)OC(C)(C)C)[CH2:25][C@@H:24]([N:35]2[CH2:42][C:41]3[C:37](=[N:38][N:39]([S:43]([CH3:46])(=[O:45])=[O:44])[CH:40]=3)[CH2:36]2)[CH2:23][O:22]1.C(N(CC)CC)C. (3) Given the product [CH2:1]([NH:5][C:6](=[O:23])[C:7]1[CH:12]=[CH:11][C:10]([CH2:13][CH2:14][O:15][C:16]2[CH:21]=[CH:20][CH:19]=[C:18]([C:29]#[C:28][Si:25]([CH3:27])([CH3:26])[CH3:24])[CH:17]=2)=[CH:9][CH:8]=1)[CH:2]([CH3:4])[CH3:3], predict the reactants needed to synthesize it. The reactants are: [CH2:1]([NH:5][C:6](=[O:23])[C:7]1[CH:12]=[CH:11][C:10]([CH2:13][CH2:14][O:15][C:16]2[CH:21]=[CH:20][CH:19]=[C:18](Br)[CH:17]=2)=[CH:9][CH:8]=1)[CH:2]([CH3:4])[CH3:3].[CH3:24][Si:25]([C:28]#[CH:29])([CH3:27])[CH3:26].C(N(CC)CC)C.O. (4) Given the product [N:11]1([CH2:14][C:15]2([C:21]#[N:22])[CH2:20][CH2:19][CH2:18][CH2:17][CH2:16]2)[CH2:12][CH2:13][NH:8][CH2:9][CH2:10]1, predict the reactants needed to synthesize it. The reactants are: C([N:8]1[CH2:13][CH2:12][N:11]([CH2:14][C:15]2([C:21]#[N:22])[CH2:20][CH2:19][CH2:18][CH2:17][CH2:16]2)[CH2:10][CH2:9]1)C1C=CC=CC=1. (5) Given the product [CH3:22][C:19]1[CH:20]=[CH:21][C:16]([NH:15][C:32]2[CH:37]=[C:36]([CH3:38])[CH:35]=[C:34]([CH3:39])[CH:33]=2)=[CH:17][CH:18]=1, predict the reactants needed to synthesize it. The reactants are: C(N(CC)C(=O)C1C(=CC=CC=1)O)C.[NH2:15][C:16]1[CH:21]=[CH:20][C:19]([CH3:22])=[CH:18][CH:17]=1.[O-]P([O-])([O-])=O.[K+].[K+].[K+].Br[C:32]1[CH:33]=[C:34]([CH3:39])[CH:35]=[C:36]([CH3:38])[CH:37]=1.[OH-].[NH4+].CCCCCCCCCCCC. (6) Given the product [Cl:1][C:2]1[CH:11]=[C:10]2[C:5]([C:6]([OH:17])=[C:7]([C:12]([OH:14])=[O:13])[CH:8]=[N:9]2)=[CH:4][C:3]=1[I:18], predict the reactants needed to synthesize it. The reactants are: [Cl:1][C:2]1[CH:11]=[C:10]2[C:5]([C:6]([OH:17])=[C:7]([C:12]([O:14]CC)=[O:13])[CH:8]=[N:9]2)=[CH:4][C:3]=1[I:18]. (7) Given the product [C:1]([C:3]1[CH:8]=[CH:7][C:6]([CH:9]2[C:18]3[C:13](=[CH:14][N:15]=[N:16][C:17]=3[O:19][CH2:36][CH3:37])[NH:12][C:11]([CH3:20])=[C:10]2[C:21]([O:23][CH2:24][CH3:25])=[O:22])=[C:5]([O:26][CH3:27])[CH:4]=1)#[N:2], predict the reactants needed to synthesize it. The reactants are: [C:1]([C:3]1[CH:8]=[CH:7][C:6]([CH:9]2[C:18]3[C:17](=[O:19])[NH:16][N:15]=[CH:14][C:13]=3[NH:12][C:11]([CH3:20])=[C:10]2[C:21]([O:23][CH2:24][CH3:25])=[O:22])=[C:5]([O:26][CH3:27])[CH:4]=1)#[N:2].ClCCl.F[B-](F)(F)F.[CH2:36]([O+](CC)CC)[CH3:37].CO. (8) Given the product [NH:21]([C:2]1[N:3]=[C:4]2[CH:18]=[C:17]([CH3:19])[CH:16]=[N:15][C:5]2=[N:6][C:7]=1[N:8]1[CH2:13][CH2:12][N:11]([CH3:14])[CH2:10][CH2:9]1)[NH2:22], predict the reactants needed to synthesize it. The reactants are: Cl[C:2]1[N:3]=[C:4]2[CH:18]=[C:17]([CH3:19])[CH:16]=[N:15][C:5]2=[N:6][C:7]=1[N:8]1[CH2:13][CH2:12][N:11]([CH3:14])[CH2:10][CH2:9]1.O.[NH2:21][NH2:22].